This data is from Forward reaction prediction with 1.9M reactions from USPTO patents (1976-2016). The task is: Predict the product of the given reaction. Given the reactants [CH3:1][C:2]1[N:3]=[C:4]([NH2:7])[S:5][CH:6]=1.[CH3:8][O:9][CH2:10][CH2:11][Br:12], predict the reaction product. The product is: [BrH:12].[CH3:8][O:9][CH2:10][CH2:11][N:3]1[C:2]([CH3:1])=[CH:6][S:5][C:4]1=[NH:7].